Task: Regression. Given a peptide amino acid sequence and an MHC pseudo amino acid sequence, predict their binding affinity value. This is MHC class I binding data.. Dataset: Peptide-MHC class I binding affinity with 185,985 pairs from IEDB/IMGT (1) The peptide sequence is AAGIAWIPY. The MHC is HLA-A11:01 with pseudo-sequence HLA-A11:01. The binding affinity (normalized) is 0.0483. (2) The peptide sequence is IFDDLQGSL. The MHC is HLA-C05:01 with pseudo-sequence HLA-C05:01. The binding affinity (normalized) is 0.237. (3) The peptide sequence is AQGYKVLVL. The MHC is HLA-B27:05 with pseudo-sequence HLA-B27:05. The binding affinity (normalized) is 0. (4) The peptide sequence is FPSQQPYL. The MHC is HLA-B54:01 with pseudo-sequence HLA-B54:01. The binding affinity (normalized) is 0.226. (5) The peptide sequence is RFPLTFGW. The MHC is HLA-B35:03 with pseudo-sequence HLA-B35:03. The binding affinity (normalized) is 0. (6) The MHC is H-2-Kb with pseudo-sequence H-2-Kb. The peptide sequence is SSTVSFAEI. The binding affinity (normalized) is 0.498.